Dataset: Retrosynthesis with 50K atom-mapped reactions and 10 reaction types from USPTO. Task: Predict the reactants needed to synthesize the given product. (1) Given the product O=c1[nH]c(/C=C/c2ccccc2)ncc1O, predict the reactants needed to synthesize it. The reactants are: O=c1[nH]c(/C=C/c2ccccc2)ncc1OC1CCCCO1. (2) Given the product CN(CCCNC(=O)OC(C)(C)C)[C@H]1CC[C@H](C(=O)Nc2c(C(=O)Nc3ccc(Cl)cn3)oc3cccnc23)CC1, predict the reactants needed to synthesize it. The reactants are: CC(C)(C)OC(=O)NCCC=O.CN[C@H]1CC[C@H](C(=O)Nc2c(C(=O)Nc3ccc(Cl)cn3)oc3cccnc23)CC1. (3) Given the product CCOC(=O)CCCN1CCOc2cc(-c3noc(-c4ccc(OC(C)C)c(Cl)c4)n3)ccc2C1, predict the reactants needed to synthesize it. The reactants are: CC(C)Oc1ccc(-c2nc(-c3ccc4c(c3)OCCNC4)no2)cc1Cl.CCOC(=O)CCCBr. (4) The reactants are: CC(C)(C)OC(=O)n1c(B(O)O)cc2ccccc21.COc1nnc(-c2ccncc2)cc1I. Given the product COc1nnc(-c2ccncc2)cc1-c1cc2ccccc2n1C(=O)OC(C)(C)C, predict the reactants needed to synthesize it. (5) The reactants are: Nc1ccc(N2CCc3ccccc3C2)c(F)c1.O=C=Nc1ccc(Cl)cc1. Given the product O=C(Nc1ccc(Cl)cc1)Nc1ccc(N2CCc3ccccc3C2)c(F)c1, predict the reactants needed to synthesize it. (6) Given the product C[C@H]1CN(C2COC2)CCN1c1ccc(Nc2cc(-c3cc(F)cc(-n4ncc5c6c(sc5c4=O)CCCC6)c3CO)cn(C)c2=O)nc1, predict the reactants needed to synthesize it. The reactants are: CC(=O)OCc1c(-c2cc(Nc3ccc(N4CCN(C5COC5)C[C@@H]4C)cn3)c(=O)n(C)c2)cc(F)cc1-n1ncc2c3c(sc2c1=O)CCCC3.